This data is from Full USPTO retrosynthesis dataset with 1.9M reactions from patents (1976-2016). The task is: Predict the reactants needed to synthesize the given product. (1) Given the product [Cl:13][CH2:14][C:15]([N:9]1[C:10]2[C:6](=[CH:5][C:4]([N+:1]([O-:3])=[O:2])=[CH:12][CH:11]=2)[CH2:7][CH2:8]1)=[O:16], predict the reactants needed to synthesize it. The reactants are: [N+:1]([C:4]1[CH:5]=[C:6]2[C:10](=[CH:11][CH:12]=1)[NH:9][CH2:8][CH2:7]2)([O-:3])=[O:2].[Cl:13][CH2:14][C:15](Cl)=[O:16]. (2) The reactants are: COC1C=CC(C[N:8]2[C:12](=[O:13])[C:11]3([CH2:25][C:16]4=[N:17][CH:18]=[C:19]([C:21]([O:23][CH3:24])=[O:22])[CH:20]=[C:15]4[CH2:14]3)[N:10]([CH3:26])[C:9]2=[O:27])=CC=1. Given the product [CH3:26][N:10]1[C:11]2([CH2:25][C:16]3=[N:17][CH:18]=[C:19]([C:21]([O:23][CH3:24])=[O:22])[CH:20]=[C:15]3[CH2:14]2)[C:12](=[O:13])[NH:8][C:9]1=[O:27], predict the reactants needed to synthesize it. (3) The reactants are: Cl[C:2]1[CH:7]=[C:6]([CH2:8][N:9]2[C:13]([CH3:14])=[N:12][C:11]([C:15]3[O:16][C:17]([C:20]4[CH:25]=[CH:24][C:23]([O:26][C:27]([F:30])([F:29])[F:28])=[CH:22][CH:21]=4)=[CH:18][N:19]=3)=[N:10]2)[CH:5]=[CH:4][N:3]=1.[CH3:31][N:32]1[CH2:37][CH2:36][NH:35][CH2:34][CH2:33]1. Given the product [CH3:31][N:32]1[CH2:37][CH2:36][N:35]([C:2]2[CH:7]=[C:6]([CH2:8][N:9]3[C:13]([CH3:14])=[N:12][C:11]([C:15]4[O:16][C:17]([C:20]5[CH:21]=[CH:22][C:23]([O:26][C:27]([F:30])([F:28])[F:29])=[CH:24][CH:25]=5)=[CH:18][N:19]=4)=[N:10]3)[CH:5]=[CH:4][N:3]=2)[CH2:34][CH2:33]1, predict the reactants needed to synthesize it.